From a dataset of Reaction yield outcomes from USPTO patents with 853,638 reactions. Predict the reaction yield, written as a fraction of the theoretical maximum amount of product (1.0 means a 100% yield; for example, 0.34 means a 34% yield). The product is [CH2:1]([N:8]1[C:17]2[C:12](=[CH:13][C:14]([F:18])=[CH:15][CH:16]=2)[C:11]([N:23]2[CH2:28][CH2:27][NH:26][CH2:25][CH2:24]2)=[C:10]([C:20]#[N:21])[C:9]1=[O:22])[C:2]1[CH:7]=[CH:6][CH:5]=[CH:4][CH:3]=1. The reactants are [CH2:1]([N:8]1[C:17]2[C:12](=[CH:13][C:14]([F:18])=[CH:15][CH:16]=2)[C:11](Cl)=[C:10]([C:20]#[N:21])[C:9]1=[O:22])[C:2]1[CH:7]=[CH:6][CH:5]=[CH:4][CH:3]=1.[NH:23]1[CH2:28][CH2:27][NH:26][CH2:25][CH2:24]1. The catalyst is ClCCl. The yield is 0.960.